From a dataset of NCI-60 drug combinations with 297,098 pairs across 59 cell lines. Regression. Given two drug SMILES strings and cell line genomic features, predict the synergy score measuring deviation from expected non-interaction effect. (1) Drug 1: C1C(C(OC1N2C=NC3=C(N=C(N=C32)Cl)N)CO)O. Drug 2: C1C(C(OC1N2C=NC(=NC2=O)N)CO)O. Cell line: COLO 205. Synergy scores: CSS=52.6, Synergy_ZIP=-0.706, Synergy_Bliss=-1.20, Synergy_Loewe=-2.01, Synergy_HSA=5.44. (2) Drug 1: CN1CCC(CC1)COC2=C(C=C3C(=C2)N=CN=C3NC4=C(C=C(C=C4)Br)F)OC. Drug 2: CS(=O)(=O)C1=CC(=C(C=C1)C(=O)NC2=CC(=C(C=C2)Cl)C3=CC=CC=N3)Cl. Cell line: CCRF-CEM. Synergy scores: CSS=20.8, Synergy_ZIP=-0.00788, Synergy_Bliss=10.3, Synergy_Loewe=6.44, Synergy_HSA=8.64. (3) Drug 1: CC1=C2C(C(=O)C3(C(CC4C(C3C(C(C2(C)C)(CC1OC(=O)C(C(C5=CC=CC=C5)NC(=O)OC(C)(C)C)O)O)OC(=O)C6=CC=CC=C6)(CO4)OC(=O)C)OC)C)OC. Drug 2: CCC(=C(C1=CC=CC=C1)C2=CC=C(C=C2)OCCN(C)C)C3=CC=CC=C3.C(C(=O)O)C(CC(=O)O)(C(=O)O)O. Cell line: UO-31. Synergy scores: CSS=48.7, Synergy_ZIP=7.54, Synergy_Bliss=8.47, Synergy_Loewe=-16.3, Synergy_HSA=11.2. (4) Drug 1: CN(CC1=CN=C2C(=N1)C(=NC(=N2)N)N)C3=CC=C(C=C3)C(=O)NC(CCC(=O)O)C(=O)O. Drug 2: CCCCCOC(=O)NC1=NC(=O)N(C=C1F)C2C(C(C(O2)C)O)O. Cell line: NCI/ADR-RES. Synergy scores: CSS=36.3, Synergy_ZIP=2.88, Synergy_Bliss=8.70, Synergy_Loewe=-11.0, Synergy_HSA=4.40. (5) Drug 1: C1=CC=C(C=C1)NC(=O)CCCCCCC(=O)NO. Drug 2: CC1=C(N=C(N=C1N)C(CC(=O)N)NCC(C(=O)N)N)C(=O)NC(C(C2=CN=CN2)OC3C(C(C(C(O3)CO)O)O)OC4C(C(C(C(O4)CO)O)OC(=O)N)O)C(=O)NC(C)C(C(C)C(=O)NC(C(C)O)C(=O)NCCC5=NC(=CS5)C6=NC(=CS6)C(=O)NCCC[S+](C)C)O. Cell line: SK-OV-3. Synergy scores: CSS=15.7, Synergy_ZIP=-4.01, Synergy_Bliss=0.531, Synergy_Loewe=3.27, Synergy_HSA=3.85. (6) Drug 1: CC12CCC(CC1=CCC3C2CCC4(C3CC=C4C5=CN=CC=C5)C)O. Drug 2: CC1C(C(CC(O1)OC2CC(CC3=C2C(=C4C(=C3O)C(=O)C5=CC=CC=C5C4=O)O)(C(=O)C)O)N)O. Cell line: A549. Synergy scores: CSS=55.1, Synergy_ZIP=-1.15, Synergy_Bliss=0.151, Synergy_Loewe=-34.3, Synergy_HSA=1.03. (7) Drug 1: C1CC(=O)NC(=O)C1N2CC3=C(C2=O)C=CC=C3N. Drug 2: CC1C(C(CC(O1)OC2CC(CC3=C2C(=C4C(=C3O)C(=O)C5=CC=CC=C5C4=O)O)(C(=O)C)O)N)O. Cell line: SK-MEL-2. Synergy scores: CSS=20.0, Synergy_ZIP=0.158, Synergy_Bliss=-2.15, Synergy_Loewe=-36.0, Synergy_HSA=-5.60. (8) Drug 1: COC1=NC(=NC2=C1N=CN2C3C(C(C(O3)CO)O)O)N. Drug 2: C1CC(=O)NC(=O)C1N2C(=O)C3=CC=CC=C3C2=O. Cell line: ACHN. Synergy scores: CSS=-3.32, Synergy_ZIP=1.90, Synergy_Bliss=-0.119, Synergy_Loewe=-5.08, Synergy_HSA=-5.14.